Predict the reaction yield, written as a fraction of the theoretical maximum amount of product (1.0 means a 100% yield; for example, 0.34 means a 34% yield). From a dataset of Reaction yield outcomes from USPTO patents with 853,638 reactions. (1) The reactants are [CH:1]([C:4]1[CH:9]=[CH:8][CH:7]=[CH:6][C:5]=1[OH:10])([CH3:3])[CH3:2].C(N(CCCC)CCCC)CCC.[Sn](Cl)(Cl)(Cl)Cl.[CH2:29]=[O:30].Cl. The catalyst is C1(C)C=CC=CC=1. The product is [OH:10][C:5]1[C:4]([CH:1]([CH3:3])[CH3:2])=[CH:9][CH:8]=[CH:7][C:6]=1[CH:29]=[O:30]. The yield is 0.600. (2) The reactants are [CH2:1]([NH:8][C:9](=O)[CH2:10][C:11]1[CH:16]=[CH:15][C:14]([CH2:17][OH:18])=[CH:13][CH:12]=1)[CH2:2][CH2:3][CH2:4][CH2:5][CH2:6][CH3:7].[BH4-].[Na+].B(F)(F)F. The catalyst is O1CCCC1. The product is [CH2:1]([NH:8][CH2:9][CH2:10][C:11]1[CH:16]=[CH:15][C:14]([CH2:17][OH:18])=[CH:13][CH:12]=1)[CH2:2][CH2:3][CH2:4][CH2:5][CH2:6][CH3:7]. The yield is 0.980. (3) The reactants are C(Cl)Cl.[C:4]([O:8][C:9]([N:11]([CH2:34][C:35]([O:37][C:38]([CH3:41])([CH3:40])[CH3:39])=[O:36])[C:12]1[CH:17]=[CH:16][CH:15]=[C:14]([CH2:18][NH:19][CH2:20][C:21]2[CH:26]=[CH:25][C:24]([C:27]([CH3:33])([CH3:32])[CH2:28][CH2:29][CH2:30][CH3:31])=[CH:23][CH:22]=2)[N:13]=1)=[O:10])([CH3:7])([CH3:6])[CH3:5].[F:42][C:43]1[CH:44]=[C:45]([S:49](Cl)(=[O:51])=[O:50])[CH:46]=[CH:47][CH:48]=1.C(N(CC)CC)C. The catalyst is O. The product is [C:4]([O:8][C:9]([N:11]([CH2:34][C:35]([O:37][C:38]([CH3:40])([CH3:39])[CH3:41])=[O:36])[C:12]1[CH:17]=[CH:16][CH:15]=[C:14]([CH:18]([S:49]([C:45]2[CH:46]=[CH:47][CH:48]=[C:43]([F:42])[CH:44]=2)(=[O:51])=[O:50])[NH:19][CH2:20][C:21]2[CH:26]=[CH:25][C:24]([C:27]([CH3:33])([CH3:32])[CH2:28][CH2:29][CH2:30][CH3:31])=[CH:23][CH:22]=2)[N:13]=1)=[O:10])([CH3:7])([CH3:5])[CH3:6]. The yield is 0.640. (4) The reactants are [OH-:1].[K+].[F:3][C:4]1[CH:5]=[C:6]2[C:10](=[CH:11][CH:12]=1)[NH:9][C:8](=[O:13])[C:7]2=O.[Br:15][C:16]1[CH:17]=[C:18]([C:22](=O)[CH2:23][CH3:24])[CH:19]=[CH:20][CH:21]=1.Cl. The catalyst is C(O)C. The product is [Br:15][C:16]1[CH:17]=[C:18]([C:22]2[C:23]([CH3:24])=[C:7]([C:8]([OH:13])=[O:1])[C:6]3[C:10](=[CH:11][CH:12]=[C:4]([F:3])[CH:5]=3)[N:9]=2)[CH:19]=[CH:20][CH:21]=1. The yield is 0.980. (5) The reactants are C[O:2][C:3](=[O:31])[C:4]1[CH:9]=[CH:8][CH:7]=[C:6]([CH2:10][N:11]2[C:19]3[C:14](=[CH:15][C:16]([C:20]([OH:29])([C:25]([F:28])([F:27])[F:26])[C:21]([F:24])([F:23])[F:22])=[CH:17][CH:18]=3)[CH2:13][CH:12]2[CH3:30])[CH:5]=1.[Li+].[OH-]. The catalyst is C1COCC1. The product is [CH3:30][CH:12]1[CH2:13][C:14]2[C:19](=[CH:18][CH:17]=[C:16]([C:20]([OH:29])([C:21]([F:24])([F:23])[F:22])[C:25]([F:27])([F:28])[F:26])[CH:15]=2)[N:11]1[CH2:10][C:6]1[CH:5]=[C:4]([CH:9]=[CH:8][CH:7]=1)[C:3]([OH:31])=[O:2]. The yield is 0.990. (6) The reactants are [CH:1]([C:4]1[O:8][C:7]([C:9]2[CH:18]=[CH:17][C:12]([C:13]([O:15]C)=[O:14])=[CH:11][N:10]=2)=[N:6][N:5]=1)([CH3:3])[CH3:2].[OH-].[Na+]. The catalyst is CO. The product is [CH:1]([C:4]1[O:8][C:7]([C:9]2[CH:18]=[CH:17][C:12]([C:13]([OH:15])=[O:14])=[CH:11][N:10]=2)=[N:6][N:5]=1)([CH3:3])[CH3:2]. The yield is 0.480. (7) The reactants are [Cl:1][C:2]1[CH:3]=[C:4]([CH2:13]O)[C:5]2[O:9][C:8]([CH3:11])([CH3:10])[CH2:7][C:6]=2[CH:12]=1.C1C(=O)N([Br:22])C(=O)C1.C1C=CC(P(C2C=CC=CC=2)C2C=CC=CC=2)=CC=1. The catalyst is C(Cl)Cl. The product is [Br:22][CH2:13][C:4]1[C:5]2[O:9][C:8]([CH3:11])([CH3:10])[CH2:7][C:6]=2[CH:12]=[C:2]([Cl:1])[CH:3]=1. The yield is 0.810.